Dataset: Reaction yield outcomes from USPTO patents with 853,638 reactions. Task: Predict the reaction yield, written as a fraction of the theoretical maximum amount of product (1.0 means a 100% yield; for example, 0.34 means a 34% yield). The reactants are [C:1]([O:5][C:6](=[O:12])[C@@H:7]([CH:9]([CH3:11])[CH3:10])[NH2:8])([CH3:4])([CH3:3])[CH3:2].[C:13]([O:16][C:17]1[CH:18]=[C:19]2[C:24](=[CH:25][CH:26]=1)[CH:23]=[C:22]([S:27](Cl)(=[O:29])=[O:28])[CH:21]=[CH:20]2)(=[O:15])[CH3:14].C(N(CC)CC)C.C(O)(=O)CC(CC(O)=O)(C(O)=O)O. The catalyst is O1CCOCC1.O. The product is [C:1]([O:5][C:6](=[O:12])[C@@H:7]([CH:9]([CH3:10])[CH3:11])[NH:8][S:27]([C:22]1[CH:21]=[CH:20][C:19]2[C:24](=[CH:25][CH:26]=[C:17]([O:16][C:13](=[O:15])[CH3:14])[CH:18]=2)[CH:23]=1)(=[O:29])=[O:28])([CH3:4])([CH3:3])[CH3:2]. The yield is 0.680.